The task is: Predict the reactants needed to synthesize the given product.. This data is from Full USPTO retrosynthesis dataset with 1.9M reactions from patents (1976-2016). (1) Given the product [CH:1]1[C:6]2=[N:7][S:8][N:9]=[C:5]2[C:4]([NH:10][C:11]2[NH:15][CH2:14][CH2:13][N:12]=2)=[C:3]([Cl:16])[CH:2]=1.[CH:17]([O-:19])=[O:18], predict the reactants needed to synthesize it. The reactants are: [CH:1]1[C:6]2=[N:7][S:8][N:9]=[C:5]2[C:4]([NH:10][C:11]2[NH:15][CH2:14][CH2:13][N:12]=2)=[C:3]([Cl:16])[CH:2]=1.[CH:17]([OH:19])=[O:18]. (2) Given the product [CH2:19]([O:26][C:27](=[O:55])[N:28]([CH2:29][CH2:30][N:31]1[CH:35]=[C:34]([C:36]2[CH:41]=[CH:40][C:39]([F:42])=[C:38]([C:43]([F:45])([F:46])[F:44])[CH:37]=2)[N:33]=[C:32]1[CH:47]1[CH2:48][CH2:49][N:50]([C:2]2[C:3]([CH:9]([CH3:11])[CH3:10])=[C:4]([NH2:8])[N:5]=[CH:6][N:7]=2)[CH2:51][CH2:52]1)[CH2:53][CH3:54])[C:20]1[CH:21]=[CH:22][CH:23]=[CH:24][CH:25]=1, predict the reactants needed to synthesize it. The reactants are: Cl[C:2]1[N:7]=[CH:6][N:5]=[C:4]([NH2:8])[C:3]=1[CH:9]([CH3:11])[CH3:10].FC(F)(F)C(O)=O.[CH2:19]([O:26][C:27](=[O:55])[N:28]([CH2:53][CH3:54])[CH2:29][CH2:30][N:31]1[CH:35]=[C:34]([C:36]2[CH:41]=[CH:40][C:39]([F:42])=[C:38]([C:43]([F:46])([F:45])[F:44])[CH:37]=2)[N:33]=[C:32]1[CH:47]1[CH2:52][CH2:51][NH:50][CH2:49][CH2:48]1)[C:20]1[CH:25]=[CH:24][CH:23]=[CH:22][CH:21]=1.C([O-])([O-])=O.[Cs+].[Cs+]. (3) Given the product [NH2:1][C@H:2]([C:24]([O:26][CH3:27])=[O:25])[CH2:3][S:4][C:5]([C:6]1[CH:11]=[CH:10][CH:9]=[CH:8][CH:7]=1)([C:18]1[CH:19]=[CH:20][CH:21]=[CH:22][CH:23]=1)[C:12]1[CH:13]=[CH:14][CH:15]=[CH:16][CH:17]=1, predict the reactants needed to synthesize it. The reactants are: [NH:1](C(OCC1C2C(=CC=CC=2)C2C1=CC=CC=2)=O)[C@H:2]([C:24]([O:26][CH3:27])=[O:25])[CH2:3][S:4][C:5]([C:18]1[CH:23]=[CH:22][CH:21]=[CH:20][CH:19]=1)([C:12]1[CH:17]=[CH:16][CH:15]=[CH:14][CH:13]=1)[C:6]1[CH:11]=[CH:10][CH:9]=[CH:8][CH:7]=1.C(NCC)C. (4) The reactants are: Br[CH2:2][CH2:3][CH2:4][CH2:5][C-:6]1[CH2:10][CH:9]=[CH:8][S:7]1.O.[CH2:12]([O:14][P:15]([O:19]CC)[O:16][CH2:17][CH3:18])[CH3:13]. Given the product [CH2:12]([O:14][P:15]([CH2:2][CH2:3][CH2:4][CH2:5][C:6]1[S:7][CH:8]=[CH:9][CH:10]=1)(=[O:19])[O:16][CH2:17][CH3:18])[CH3:13], predict the reactants needed to synthesize it. (5) Given the product [CH3:3][O:4][C:5]1[CH:6]=[CH:7][C:8]([NH:11][C:12]2[CH:17]=[CH:16][CH:15]=[CH:14][C:13]=2[NH:18][C:25]([C:24]2[CH:23]=[CH:22][O:21][C:20]=2[CH3:19])=[O:26])=[CH:9][CH:10]=1, predict the reactants needed to synthesize it. The reactants are: Cl.Cl.[CH3:3][O:4][C:5]1[CH:10]=[CH:9][C:8]([NH:11][C:12]2[C:13]([NH2:18])=[CH:14][CH:15]=[CH:16][CH:17]=2)=[CH:7][CH:6]=1.[CH3:19][C:20]1[O:21][CH:22]=[CH:23][C:24]=1[C:25](O)=[O:26].CCN(CC)CC.[N-]=C=O.